This data is from Full USPTO retrosynthesis dataset with 1.9M reactions from patents (1976-2016). The task is: Predict the reactants needed to synthesize the given product. (1) Given the product [C:1]([O:7][CH2:8][CH2:9][CH2:10][CH2:11][CH2:12][CH2:13][CH:14]=[O:15])(=[O:6])[C:2]([CH3:4])([CH3:5])[CH3:3], predict the reactants needed to synthesize it. The reactants are: [C:1]([O:7][CH2:8][CH2:9][CH2:10][CH2:11][CH2:12][CH2:13][CH2:14][OH:15])(=[O:6])[C:2]([CH3:5])([CH3:4])[CH3:3].C[N+]1([O-])CCOCC1. (2) Given the product [Br:21][CH2:1][C:2]1[N:3]=[N:4][C:5]([C:8]2[CH:9]=[CH:10][CH:11]=[CH:12][CH:13]=2)=[CH:6][CH:7]=1, predict the reactants needed to synthesize it. The reactants are: [CH3:1][C:2]1[N:3]=[N:4][C:5]([C:8]2[CH:13]=[CH:12][CH:11]=[CH:10][CH:9]=2)=[CH:6][CH:7]=1.C1C(=O)N([Br:21])C(=O)C1. (3) Given the product [Cl:1][C:2]1[S:6][C:5]([S:7]([N:10]([CH2:25][CH3:26])[C:11]2([C:14]([O:16][CH3:17])=[O:15])[CH2:13][CH2:12]2)(=[O:9])=[O:8])=[CH:4][CH:3]=1, predict the reactants needed to synthesize it. The reactants are: [Cl:1][C:2]1[S:6][C:5]([S:7]([NH:10][C:11]2([C:14]([O:16][CH3:17])=[O:15])[CH2:13][CH2:12]2)(=[O:9])=[O:8])=[CH:4][CH:3]=1.C([O-])([O-])=O.[K+].[K+].I[CH2:25][CH3:26]. (4) Given the product [Cl:12][C:8]1[CH:9]=[CH:10][CH:11]=[C:2]([N:13]2[CH2:18][CH2:17][O:16][CH2:15][CH2:14]2)[C:3]=1[C:4]([O:6][CH3:7])=[O:5], predict the reactants needed to synthesize it. The reactants are: Br[C:2]1[CH:11]=[CH:10][CH:9]=[C:8]([Cl:12])[C:3]=1[C:4]([O:6][CH3:7])=[O:5].[NH:13]1[CH2:18][CH2:17][O:16][CH2:15][CH2:14]1.CC1(C)C2C(=C(P(C3C=CC=CC=3)C3C=CC=CC=3)C=CC=2)OC2C(P(C3C=CC=CC=3)C3C=CC=CC=3)=CC=CC1=2.C(=O)([O-])[O-].[Cs+].[Cs+]. (5) The reactants are: Br[CH2:2][C:3]([CH2:26][CH3:27])=[CH:4][CH2:5][C:6]1[C:14]([O:15]CC[Si](C)(C)C)=[C:13]2[C:9]([CH2:10][O:11][C:12]2=[O:22])=[C:8]([CH3:23])[C:7]=1[O:24][CH3:25].C[O:29][P:30]([O:33]C)[O:31]C.C[Si](Br)(C)C.N1C(C)=CC=CC=1C. Given the product [CH2:26]([C:3](=[CH:4][CH2:5][C:6]1[C:14]([OH:15])=[C:13]2[C:9](=[C:8]([CH3:23])[C:7]=1[O:24][CH3:25])[CH2:10][O:11][C:12]2=[O:22])[CH2:2][P:30](=[O:29])([OH:33])[OH:31])[CH3:27], predict the reactants needed to synthesize it.